From a dataset of Forward reaction prediction with 1.9M reactions from USPTO patents (1976-2016). Predict the product of the given reaction. (1) Given the reactants [C:1]([C:5]1[C:6]([O:30][CH3:31])=[C:7](/[CH:17]=[CH:18]/[C:19]2[CH:24]=[CH:23][C:22]([NH:25][S:26]([CH3:29])(=[O:28])=[O:27])=[CH:21][CH:20]=2)[CH:8]=[C:9]([N:11]2[CH2:15][CH2:14][CH2:13][C:12]2=[O:16])[CH:10]=1)([CH3:4])([CH3:3])[CH3:2].Br[CH2:33]CC(Cl)=O, predict the reaction product. The product is: [C:1]([C:5]1[C:6]([O:30][CH3:31])=[C:7](/[CH:17]=[CH:18]/[C:19]2[CH:24]=[CH:23][C:22]([NH:25][S:26]([CH3:29])(=[O:28])=[O:27])=[CH:21][CH:20]=2)[CH:8]=[C:9]([N:11]2[CH2:33][CH2:15][CH2:14][CH2:13][C:12]2=[O:16])[CH:10]=1)([CH3:3])([CH3:2])[CH3:4]. (2) Given the reactants [Cl:1][C:2]1[C:16]([F:17])=[CH:15][CH:14]=[C:13]([Cl:18])[C:3]=1[CH2:4][O:5][C:6]1[C:7]([NH2:12])=[N:8][CH:9]=[CH:10][CH:11]=1.C1C(=O)N([Br:26])C(=O)C1, predict the reaction product. The product is: [Br:26][C:10]1[CH:11]=[C:6]([O:5][CH2:4][C:3]2[C:13]([Cl:18])=[CH:14][CH:15]=[C:16]([F:17])[C:2]=2[Cl:1])[C:7]([NH2:12])=[N:8][CH:9]=1. (3) Given the reactants [CH3:1][C:2]([C:8]1[CH:9]=[C:10]2[C:15](=[C:16]([C:18]3[CH:19]=[C:20]([C:24]4[C:25]([C:32]5[CH:37]=[CH:36][C:35]([S:38][CH3:39])=[CH:34][CH:33]=5)=[CH:26][C:27]([CH:30]=[O:31])=[CH:28][CH:29]=4)[CH:21]=[CH:22][CH:23]=3)[CH:17]=1)[N:14]=[CH:13][CH:12]=[CH:11]2)([S:4]([CH3:7])(=[O:6])=[O:5])[CH3:3].[BH4-].[Na+], predict the reaction product. The product is: [CH3:3][C:2]([C:8]1[CH:9]=[C:10]2[C:15](=[C:16]([C:18]3[CH:19]=[C:20]([C:24]4[C:25]([C:32]5[CH:33]=[CH:34][C:35]([S:38][CH3:39])=[CH:36][CH:37]=5)=[CH:26][C:27]([CH2:30][OH:31])=[CH:28][CH:29]=4)[CH:21]=[CH:22][CH:23]=3)[CH:17]=1)[N:14]=[CH:13][CH:12]=[CH:11]2)([S:4]([CH3:7])(=[O:5])=[O:6])[CH3:1]. (4) Given the reactants [CH3:1][CH:2]([CH3:57])[C@H:3]([NH:52][C:53](=[O:56])[O:54][CH3:55])[C:4]([N:6]1[CH2:10][CH2:9][CH2:8][C@H:7]1[C:11]1[NH:12][CH:13]=[C:14]([C:16]2[CH:21]=[CH:20][C:19]([C:22]3[CH:27]=[CH:26][C:25]([C:28]4[N:29]=[C:30]([CH:33]5[CH2:40][C:36]6([CH2:39][NH:38][CH2:37]6)[CH2:35][N:34]5[C:41](=[O:51])[C@@H:42]([NH:46][C:47]([O:49][CH3:50])=[O:48])[CH:43]([CH3:45])[CH3:44])[NH:31][CH:32]=4)=[CH:24][CH:23]=3)=[CH:18][CH:17]=2)[N:15]=1)=[O:5].C(N(CC)CC)C.[CH3:65][S:66](Cl)(=[O:68])=[O:67].C(=O)([O-])[O-].[K+].[K+], predict the reaction product. The product is: [CH3:1][CH:2]([CH3:57])[C@H:3]([NH:52][C:53](=[O:56])[O:54][CH3:55])[C:4]([N:6]1[CH2:10][CH2:9][CH2:8][C@H:7]1[C:11]1[NH:12][CH:13]=[C:14]([C:16]2[CH:21]=[CH:20][C:19]([C:22]3[CH:23]=[CH:24][C:25]([C:28]4[N:29]=[C:30]([CH:33]5[CH2:40][C:36]6([CH2:37][N:38]([S:66]([CH3:65])(=[O:68])=[O:67])[CH2:39]6)[CH2:35][N:34]5[C:41](=[O:51])[C@@H:42]([NH:46][C:47]([O:49][CH3:50])=[O:48])[CH:43]([CH3:44])[CH3:45])[NH:31][CH:32]=4)=[CH:26][CH:27]=3)=[CH:18][CH:17]=2)[N:15]=1)=[O:5]. (5) Given the reactants F[C:2]1[N:9]=[CH:8][CH:7]=[CH:6][C:3]=1[C:4]#[N:5].[Cl:10][C:11]1[C:16]([OH:17])=[CH:15][CH:14]=[CH:13][N:12]=1, predict the reaction product. The product is: [Cl:10][C:11]1[C:16]([O:17][C:2]2[N:9]=[CH:8][CH:7]=[CH:6][C:3]=2[C:4]#[N:5])=[CH:15][CH:14]=[CH:13][N:12]=1. (6) The product is: [CH3:21][S:20][C:18]1[NH:19][C:14](=[O:13])[C:15]2[C:3]([C:4]3[CH:9]=[CH:8][CH:7]=[CH:6][CH:5]=3)=[CH:2][O:22][C:16]=2[N:17]=1. Given the reactants Cl[C:2]([N+]([O-])=O)=[CH:3][C:4]1[CH:9]=[CH:8][CH:7]=[CH:6][CH:5]=1.[OH:13][C:14]1[N:19]=[C:18]([S:20][CH3:21])[NH:17][C:16](=[O:22])[CH:15]=1.C1CCN2C(=NCCC2)CC1, predict the reaction product. (7) Given the reactants [O-:1][S:2]([C:5]([F:8])([F:7])[F:6])(=[O:4])=[O:3].[CH3:9][N:10]([CH3:23])[C:11]1[CH:12]=[C:13]2[C:18](=[CH:19][CH:20]=1)[N+:17]([CH3:21])=[C:16]([CH3:22])[CH:15]=[CH:14]2.[CH3:24][C:25]1[N:26]([C:33]2[CH:34]=[N:35][CH:36]=[CH:37][CH:38]=2)[C:27]([CH3:32])=[CH:28][C:29]=1[CH:30]=O, predict the reaction product. The product is: [O-:4][S:2]([C:5]([F:8])([F:7])[F:6])(=[O:3])=[O:1].[CH3:9][N:10]([CH3:23])[C:11]1[CH:12]=[C:13]2[C:18](=[CH:19][CH:20]=1)[N+:17]([CH3:21])=[C:16](/[CH:22]=[CH:30]/[C:29]1[CH:28]=[C:27]([CH3:32])[N:26]([C:33]3[CH:34]=[N:35][CH:36]=[CH:37][CH:38]=3)[C:25]=1[CH3:24])[CH:15]=[CH:14]2. (8) Given the reactants [CH3:1][N:2]1[CH2:7][CH2:6][C:5]([CH2:12][N:13]([C@@H:20]2[CH2:22][C@H:21]2[C:23]2[CH:28]=[CH:27][CH:26]=[CH:25][CH:24]=2)C(=O)C(F)(F)F)([C:8]([O:10]C)=[O:9])[CH2:4][CH2:3]1.[OH-].[Na+], predict the reaction product. The product is: [CH3:1][N:2]1[CH2:7][CH2:6][C:5]([CH2:12][NH:13][C@@H:20]2[CH2:22][C@H:21]2[C:23]2[CH:28]=[CH:27][CH:26]=[CH:25][CH:24]=2)([C:8]([OH:10])=[O:9])[CH2:4][CH2:3]1.